Dataset: Reaction yield outcomes from USPTO patents with 853,638 reactions. Task: Predict the reaction yield, written as a fraction of the theoretical maximum amount of product (1.0 means a 100% yield; for example, 0.34 means a 34% yield). (1) The reactants are O.C[Si]([Cl:6])(C)C.[CH3:7][N:8]([CH2:10][CH:11]1[CH:17]([C:18]2[CH:19]=[C:20]([O:24][C:25](=[O:30])[C:26]([CH3:29])([CH3:28])[CH3:27])[CH:21]=[CH:22][CH:23]=2)[CH2:16][CH:15]2[CH2:31][CH:12]1[CH2:13][CH2:14]2)[CH3:9]. The catalyst is CC(=O)CC. The product is [ClH:6].[CH3:7][N:8]([CH2:10][CH:11]1[CH:17]([C:18]2[CH:19]=[C:20]([O:24][C:25](=[O:30])[C:26]([CH3:27])([CH3:29])[CH3:28])[CH:21]=[CH:22][CH:23]=2)[CH2:16][CH:15]2[CH2:31][CH:12]1[CH2:13][CH2:14]2)[CH3:9]. The yield is 1.00. (2) The product is [C:16]([C:2]1[C:10]2[C:5](=[CH:6][C:7]([C:11]([O:13][CH3:14])=[O:18])=[CH:8][CH:9]=2)[NH:4][N:21]=1)#[N:19]. The catalyst is CC(N(C)C)=O.[Zn].[C-]#N.[Zn+2].[C-]#N.Cl[Pd]Cl.C1(P(C2C=CC=CC=2)[C-]2C=CC=C2)C=CC=CC=1.[C-]1(P(C2C=CC=CC=2)C2C=CC=CC=2)C=CC=C1.[Fe+2].[Cu]I. The yield is 0.730. The reactants are I[C:2]1[C:10]2[C:5](=[CH:6][C:7]([C:11]([O:13][CH3:14])=O)=[CH:8][CH:9]=2)[NH:4]N=1.Cl[CH2:16]Cl.[OH-:18].[NH4+:19].[Cl-].[NH4+:21]. (3) The reactants are C(N(CC)CC)C.[CH:8]([C:10]1[C:18]2[C:13](=[CH:14][CH:15]=[CH:16][CH:17]=2)[N:12](C(OC(C)(C)C)=O)[CH:11]=1)=[O:9].[CH3:26][O:27][C:28]1[CH:29]=[C:30]([CH:39]=[CH:40][CH:41]=1)[N:31]=[CH:32][C:33]1[N:34]=[N:35][CH:36]=[CH:37][CH:38]=1. The catalyst is [Cl-].C([N+]1C(C)=C(CCO)SC=1)C1C=CC=CC=1.C(O)C. The product is [NH:12]1[C:13]2[C:18](=[CH:17][CH:16]=[CH:15][CH:14]=2)[C:10]([C:8](=[O:9])[CH:32]([NH:31][C:30]2[CH:39]=[CH:40][CH:41]=[C:28]([O:27][CH3:26])[CH:29]=2)[C:33]2[N:34]=[N:35][CH:36]=[CH:37][CH:38]=2)=[CH:11]1. The yield is 0.220. (4) The reactants are [CH2:1]([NH:8][C:9]1[CH:14]=[C:13](Cl)[N:12]=[CH:11][C:10]=1[CH2:16][C:17]([NH2:19])=[O:18])[C:2]1[CH:7]=[CH:6][CH:5]=[CH:4][CH:3]=1.[NH2:20][C:21]1[CH:26]=[CH:25][CH:24]=[CH:23][CH:22]=1.CS(O)(=O)=O. The catalyst is C1(OC2C=CC=CC=2)C=CC=CC=1.C(Cl)(Cl)Cl. The product is [CH2:1]([NH:8][C:9]1[CH:14]=[C:13]([NH:20][C:21]2[CH:26]=[CH:25][CH:24]=[CH:23][CH:22]=2)[N:12]=[CH:11][C:10]=1[CH2:16][C:17]([NH2:19])=[O:18])[C:2]1[CH:7]=[CH:6][CH:5]=[CH:4][CH:3]=1. The yield is 0.990. (5) The reactants are C(O[C:4](=[O:30])[C@H:5]([O:7][C:8]1[N:29]=[CH:28][C:11]2[C:12]3[N:16]([CH2:17][CH2:18][O:19][C:10]=2[CH:9]=1)[CH:15]=[C:14]([C:20]1[N:21]([CH:25]([CH3:27])[CH3:26])[N:22]=[CH:23][N:24]=1)[N:13]=3)[CH3:6])C.O.[OH-].[Li+].C[N:35](C(ON1N=NC2C=CC=NC1=2)=[N+](C)C)C.F[P-](F)(F)(F)(F)F.[Cl-].[NH4+].C(N(CC)CC)C. The catalyst is CO.O.C(OCC)(=O)C. The product is [CH:25]([N:21]1[C:20]([C:14]2[N:13]=[C:12]3[C:11]4[CH:28]=[N:29][C:8]([O:7][C@H:5]([CH3:6])[C:4]([NH2:35])=[O:30])=[CH:9][C:10]=4[O:19][CH2:18][CH2:17][N:16]3[CH:15]=2)=[N:24][CH:23]=[N:22]1)([CH3:27])[CH3:26]. The yield is 0.430. (6) The reactants are [N-:1]=[N+:2]=[N-:3].[Na+].[C:5]([O:9][C:10]([N:12]1[CH2:17][CH2:16][C:15]([CH2:20][CH2:21]OS(C)(=O)=O)([O:18][CH3:19])[CH2:14][CH2:13]1)=[O:11])([CH3:8])([CH3:7])[CH3:6]. The catalyst is CN(C)C=O.ClCCl. The product is [C:5]([O:9][C:10]([N:12]1[CH2:13][CH2:14][C:15]([CH2:20][CH2:21][N:1]=[N+:2]=[N-:3])([O:18][CH3:19])[CH2:16][CH2:17]1)=[O:11])([CH3:8])([CH3:7])[CH3:6]. The yield is 0.790.